This data is from Forward reaction prediction with 1.9M reactions from USPTO patents (1976-2016). The task is: Predict the product of the given reaction. (1) Given the reactants OCCN[C:5](=[O:9])[C:6]([NH2:8])=[O:7].[NH2:10][C:11]([CH3:15])([CH3:14])[CH2:12][OH:13], predict the reaction product. The product is: [OH:13][CH2:12][C:11]([NH:10][C:5](=[O:9])[C:6]([NH2:8])=[O:7])([CH3:15])[CH3:14]. (2) Given the reactants [NH:1]1[C:5](=[O:6])[CH2:4][CH2:3][C@H:2]1[C:7]([OH:9])=[O:8].S(Cl)(Cl)=O.C(=O)([O-])O.[Na+].CN([C:22]1[CH:27]=CC=CN=1)C.[C:28](O[C:28]([O:30][C:31]([CH3:34])([CH3:33])[CH3:32])=[O:29])([O:30][C:31]([CH3:34])([CH3:33])[CH3:32])=[O:29], predict the reaction product. The product is: [C:31]([O:30][C:28]([N:1]1[C:5](=[O:6])[CH2:4][CH2:3][C@H:2]1[C:7]([O:9][CH2:22][CH3:27])=[O:8])=[O:29])([CH3:34])([CH3:33])[CH3:32]. (3) Given the reactants I[C:2]1[CH:7]=[CH:6][CH:5]=[CH:4][N:3]=1.[F:8][C:9]1[CH:14]=[CH:13][C:12]([C:15]#[C:16][CH2:17][CH2:18][C:19]#[CH:20])=[CH:11][CH:10]=1, predict the reaction product. The product is: [F:8][C:9]1[CH:14]=[CH:13][C:12]([C:15]#[C:16][CH2:17][CH2:18][C:19]#[C:20][C:2]2[CH:7]=[CH:6][CH:5]=[CH:4][N:3]=2)=[CH:11][CH:10]=1. (4) The product is: [ClH:28].[C:1]([C:3]1[CH:26]=[CH:25][C:6]([CH2:7][NH:8][C:9](=[O:24])[CH:10]([C:14]2[C:15]([F:23])=[CH:16][C:17]([O:21][CH3:22])=[CH:18][C:19]=2[F:20])[O:11][CH2:12][CH3:13])=[C:5]([O:27][CH2:50][C:49](=[O:64])[NH:48][CH2:47][CH2:46][N:81]([CH2:82][CH3:83])[CH2:80][CH3:79])[CH:4]=1)(=[NH:31])[NH2:2]. Given the reactants [C:1]([C:3]1[CH:26]=[CH:25][C:6]([CH2:7][NH:8][C:9](=[O:24])[CH:10]([C:14]2[C:19]([F:20])=[CH:18][C:17]([O:21][CH3:22])=[CH:16][C:15]=2[F:23])[O:11][CH2:12][CH3:13])=[C:5]([OH:27])[CH:4]=1)#[N:2].[Cl:28]CC1N=CO[N:31]=1.C(=O)([O-])[O-].[Cs+].[Cs+].C(C1C=C[C:46]([CH2:47][NH:48][C:49](=[O:64])[CH:50](C2C(F)=CC(OC)=CC=2F)OCC)=C(OCC2N=CON=2)C=1)#N.C(C1C=C[C:79]([CH2:80][NH:81][C:82](=O)[CH:83](C2C(F)=CC(OC)=CC=2F)OCC)=C(OCC#N)C=1)#N, predict the reaction product. (5) Given the reactants C([Si](C)(C)[O:6][C:7]1[C:12]([CH3:13])=[CH:11][C:10]([C:14]2([C:24]3[CH:29]=[C:28]([CH3:30])[C:27]([O:31][Si](C(C)(C)C)(C)C)=[C:26]([CH3:39])[CH:25]=3)[C:22]3[C:17](=[CH:18][CH:19]=[CH:20][CH:21]=3)[NH:16][C:15]2=[O:23])=[CH:9][C:8]=1[CH3:40])(C)(C)C.[F:43][C:44]([F:55])([F:54])[C:45]1[CH:50]=[CH:49][C:48](B(O)O)=[CH:47][CH:46]=1.C(N(CC)CC)C.[F-].C([N+](CCCC)(CCCC)CCCC)CCC.Cl, predict the reaction product. The product is: [OH:6][C:7]1[C:12]([CH3:13])=[CH:11][C:10]([C:14]2([C:24]3[CH:25]=[C:26]([CH3:39])[C:27]([OH:31])=[C:28]([CH3:30])[CH:29]=3)[C:22]3[C:17](=[CH:18][CH:19]=[CH:20][CH:21]=3)[N:16]([C:48]3[CH:49]=[CH:50][C:45]([C:44]([F:55])([F:54])[F:43])=[CH:46][CH:47]=3)[C:15]2=[O:23])=[CH:9][C:8]=1[CH3:40]. (6) Given the reactants [Cl:1][C:2]1[CH:7]=[CH:6][C:5]([NH:8][C:9]([NH:11][C:12]2[CH:17]=[CH:16][C:15]([O:18][C:19]3[CH:24]=[CH:23][N:22]=[CH:21][CH:20]=3)=[CH:14][CH:13]=2)=[O:10])=[CH:4][C:3]=1[C:25]([F:28])([F:27])[F:26].C1C=C(Cl)C=C(C(OO)=[O:37])C=1, predict the reaction product. The product is: [Cl:1][C:2]1[CH:7]=[CH:6][C:5]([NH:8][C:9]([NH:11][C:12]2[CH:13]=[CH:14][C:15]([O:18][C:19]3[CH:20]=[CH:21][N+:22]([O-:37])=[CH:23][CH:24]=3)=[CH:16][CH:17]=2)=[O:10])=[CH:4][C:3]=1[C:25]([F:28])([F:26])[F:27]. (7) Given the reactants C(O)(=O)C.[NH2:5][CH2:6][C:7]1[CH:18]=[CH:17][C:10]([O:11][CH2:12][C:13]([O:15][CH3:16])=[O:14])=[CH:9][CH:8]=1.[CH2:19]([C:23]1[CH:28]=[CH:27][C:26]([C:29]#[C:30][C:31]2[CH:38]=[CH:37][C:34]([CH:35]=O)=[CH:33][CH:32]=2)=[CH:25][CH:24]=1)[CH2:20][CH2:21][CH3:22], predict the reaction product. The product is: [CH2:19]([C:23]1[CH:28]=[CH:27][C:26]([C:29]#[C:30][C:31]2[CH:38]=[CH:37][C:34]([CH2:35][NH:5][CH2:6][C:7]3[CH:18]=[CH:17][C:10]([O:11][CH2:12][C:13]([O:15][CH3:16])=[O:14])=[CH:9][CH:8]=3)=[CH:33][CH:32]=2)=[CH:25][CH:24]=1)[CH2:20][CH2:21][CH3:22].